This data is from Catalyst prediction with 721,799 reactions and 888 catalyst types from USPTO. The task is: Predict which catalyst facilitates the given reaction. (1) Reactant: [CH:1]1([CH2:4][O:5][C:6]2[C:7]([OH:24])=[C:8]([C:14]3[CH:22]=[CH:21][CH:20]=[C:19]4[C:15]=3[CH2:16][CH2:17][C:18]4=[O:23])[CH:9]=[CH:10][C:11]=2[O:12][CH3:13])[CH2:3][CH2:2]1.C(=O)([O-])[O-].[K+].[K+].Br[CH2:32][C:33]([NH:35][CH2:36][CH2:37][CH3:38])=[O:34]. Product: [CH:1]1([CH2:4][O:5][C:6]2[C:11]([O:12][CH3:13])=[CH:10][CH:9]=[C:8]([C:14]3[CH:22]=[CH:21][CH:20]=[C:19]4[C:15]=3[CH2:16][CH2:17][C:18]4=[O:23])[C:7]=2[O:24][CH2:32][C:33]([NH:35][CH2:36][CH2:37][CH3:38])=[O:34])[CH2:3][CH2:2]1. The catalyst class is: 10. (2) Reactant: [I:1][C:2]1[CH:8]=[C:7]([N+:9]([O-:11])=[O:10])[CH:6]=[CH:5][C:3]=1[NH2:4].[H-].[Na+].[C:14]([O:18][C:19](O[C:19]([O:18][C:14]([CH3:17])([CH3:16])[CH3:15])=[O:20])=[O:20])([CH3:17])([CH3:16])[CH3:15]. Product: [I:1][C:2]1[CH:8]=[C:7]([N+:9]([O-:11])=[O:10])[CH:6]=[CH:5][C:3]=1[NH:4][C:19](=[O:20])[O:18][C:14]([CH3:17])([CH3:16])[CH3:15]. The catalyst class is: 299. (3) Reactant: NN.C1(=O)[N:7]([CH2:8][CH2:9][CH2:10][N:11]2[CH2:19][C@H:18]3[C@H:13]([CH2:14][C:15]4[CH:23]=[CH:22][CH:21]=[CH:20][C:16]=4[CH2:17]3)[CH2:12]2)C(=O)C2=CC=CC=C12.C(OCC)C. Product: [NH2:7][CH2:8][CH2:9][CH2:10][N:11]1[CH2:19][C@H:18]2[C@H:13]([CH2:14][C:15]3[CH:23]=[CH:22][CH:21]=[CH:20][C:16]=3[CH2:17]2)[CH2:12]1. The catalyst class is: 8.